From a dataset of Human Reference Interactome with 51,813 positive PPI pairs across 8,248 proteins, plus equal number of experimentally-validated negative pairs. Binary Classification. Given two protein amino acid sequences, predict whether they physically interact or not. (1) Protein 1 (ENSG00000168461) has sequence MMAIRELKVCLLGGIFYDQNCALWK*MMAIRELKVCLLGGLMEPICSLTKCHSIGRTLDKDKEGCIPVAPPGGRWRYVLRTPATG*MMAIRELKVCLLGDTGVGKSSIVCRFVQDHFDHNISPTIGASFMTKTVPCGNELHKFLIWDTAGQERGGSPEGC*MMAIRELKVCLLGDTGVGKSSIVCRFVQDHFDHNISPTIGASFMTKTVPCGNELHKFLIWDTAGQERFHSLAPMYYRGSAAAVIVYDITKQDSFYTLKKWVKELKEHGPENIVMAIAGNKCDLSDIREVPLKDAKEYAE.... Protein 2 (ENSG00000178038) has sequence MCNPEEAALLRLEEVFSATLAHVNSLVLQPLLPAAPDPSDPWGRECLRLLQQLHKSSQQLWEVTEESLHSLQERLRYPDSTGLESLLLLRGADRVLQAHIEYIESYTSCMVVQAFQKAAKRRSEYWRGQRKALRQLLSGVSSEGSVGASLGQALHQPLAHHVQQYVLLLLSLGDTIGEHHPTRELVVNAVTLFGNLQSFMKQELDQAVATQALWHTLRGRLRDVLCTPAHRLLQDSQDVPVTVAPLRAERVLLFDDALVLLQGHNVHTFDLKLVWVDPGQDGCTFHLLTPEEEFSFCAKD.... Result: 1 (the proteins interact). (2) Protein 1 (ENSG00000187840) has sequence MSGGSSCSQTPSRAIPATRRVVLGDGVQLPPGDYSTTPGGTLFSTTPGGTRIIYDRKFLMECRNSPVTKTPPRDLPTIPGVTSPSSDEPPMEASQSHLRNSPEDKRAGGEESQFEMDI*. Protein 2 (ENSG00000005812) has sequence MKRGGRDSDRNSSEEGTAEKSKKLRTTNEHSQTCDWGNLLQDIILQVFKYLPLLDRAHASQVCRNWNQVFHMPDLWRCFEFELNQPATSYLKATHPELIKQIIKRHSNHLQYVSFKVDSSKESAEAACDILSQLVNCSLKTLGLISTARPSFMDLPKSHFISALTVVFVNSKSLSSLKIDDTPVDDPSLKVLVANNSDTLKLLKMSSCPHVSPAGILCVADQCHGLRELALNYHLLSDELLLALSSEKHVRLEHLRIDVVSENPGQTHFHTIQKSSWDAFIRHSPKVNLVMYFFLYEEEF.... Result: 0 (the proteins do not interact). (3) Protein 1 (ENSG00000205572) has sequence MARGNQRELARQKNMKKTQEISKGKRKEDSLTASQRKQRDSEIMQEKQKAANEKKSMQTREK*MARGNQRELARQKNMKKTQEISKGKRKEDSLTASQRKQSSGGQKSESKMSAGPHLPLKAPRENPCFPLPAAGGSRYYLAYGSITPISAFVFVVFFSVFFPSFYEDFCCWI*MARGNQRELARQKNMKKTQEISKGKRKEDSLTASQRKQSSGGQKSESKMSAGPHLPLKAPRENPCFPLPAAGGSRFHSNLG*MKKTQEISKGKRKEDSLTASQRKQSSGGQKSESKMSAGPHLPLK.... Protein 2 (ENSG00000219200) has sequence MKKCRFSLPSSALSRDDDASREDDNLGSWERWLGHYSHPCLDHLSQCHHLTPCSR*MGWLRPGPRPLCPPARASWAFSHRFPSPLAPRRSPTPFFMASLLCCGPKLAACGIVLSAWGVIMLIMLGIFFNVHSAVLIEDVPFTEKDFENGPQNIYNLYEQVSYNCFIAAGLYLLLGGFSFCQVRLNKRKEYMVR*MGWLRPGPRPLCPPARASWAFSHRFPSPLAPRRSPTPFFMASLLCCGPKLAACGIVLSAWGVIML*MASLLCCGPKLAACGIVLSAWGVIMLVRGLPDNARNIFQC.... Result: 1 (the proteins interact). (4) Protein 1 (ENSG00000123496) has sequence MAFVCLAIGCLYTFLISTTFGCTSSSDTEIKVNPPQDFEIVDPGYLGYLYLQWQPPLSLDHFKECTVEYELKYRNIGSETWKTIITKNLHYKDGFDLNKGIEAKIHTLLPWQCTNGSEVQSSWAETTYWISPQGIPETKVQDMDCVYYNWQYLLCSWKPGIGVLLDTNYNLFYWYEGLDHALQCVDYIKADGQNIGCRFPYLEASDYKDFYICVNGSSENKPIRSSYFTFQLQNIVKPLPPVYLTFTRESSCEIKLKWSIPLGPIPARCFDYEIEIREDDTTLVTATVENETYTLKTTNE.... Protein 2 (ENSG00000203907) has sequence MFSTVTHKGPDRAIIPEMEWTSQALLTVDIVDSGNLVEITVFGRPRVQNRVKSMLLCLAWFHREHRARAEKMKHLEKNLKAHASDPHSPQDPVA*MVDDAGAAESQRGKQTPAHSLEQLRRLPLPPPQIRIRPWWFPVQELRDPLVFYLEAWLADELFGPDRAIIPEMEWTSQALLTVDIVDSGNLVEITVFGRPRVQNRVKSMLLCLAWFHREHRARAEKMKHLEKNLKAHASDPHSPQDPVA*MFSTVTHKGPDRAIIPEMEWTSQALLTVDIVDSGNLVEITVFGRPRVQNRVKSML.... Result: 0 (the proteins do not interact). (5) Protein 1 (ENSG00000143409) has sequence MNILFLQWKVKLPPQKEVITSDELMAHLGNCLLSIKPQEKSEGLQLNFQQNVDDAMTVLPKLATGLDVNVRFTGVSDFEYTPECSVFDLLGIPLYHGWLVDPQSPEAVRAVGKLSYNQLVERIITCKHSSDTNLVTEGLIAEQFLETTAAQLTYHGLCELTAAAKEGELSVFFRNNHFSTMTKHKSHLYLLVTDQGFLQEEQVVWESLHNVDGDSCFCDSDFHLSHSLGKGPGAEGGSGSPETQLQVDQDYLIALSLQQQQPRGPLGLTDLELAQQLQQEEYQQQQAAQPVRMRTRVLSL.... Protein 2 (ENSG00000187514) has sequence MSDAAVDTSSEITTKDLKEKKEVVEEAENGRDAPANGNAENEENGEQEADNEVDEEEEEGGEEEEEEEEGDGEEEDGDEDEEAESATGKRAAEDDEDDDVDTKKQKTDEDD*XSPGLRPPGGESGRSRGPRSGAGRAGLRGPTGGPEPLAGQRPRGSRRPGRRTSDLKEKKEVVEEAENGRDAPANGNANEENGEQEADNEVDEEEEEGGEEEEEEEEGDGEEEDGDEDEEAESATGKRAAEDDEDDDVDTKKQKTDEDD*MNPCVLGTVPACRLTWPTDAGPDDAAVDTSSEITTKDLK.... Result: 0 (the proteins do not interact). (6) Protein 1 (ENSG00000164164) has sequence MEAAVGVPDGGDQGGAGPREDATPMDAYLRKLGLYRKLVAKDGSCLFRAVAEQVLHSQSRHVEVRMACIHYLRENREKFEAFIEGSFEEYLKRLENPQEWVGQVEISALSLMYRKDFIIYREPNVSPSQVTENNFPEKVLLCFSNGNHYDIVYPIKYKESSAMCQSLLYELLYEKVFKTDVSKIVMELDTLEVADEDNSEISDSEDDSCKSKTAAAAADVNGFKPLSGNEQLKNNGNSTSLPLSRKVLKSLNPAVYRNVEYEIWLKSKQAQQKRDYSIAAGLQYEVGDKCQVRLDHNGKF.... Protein 2 (ENSG00000213886) has sequence MAPNASCLCVHVRSEEWDLMTFDANPYDSVKKIKEHVRSKTKVPVQDQVLLLGSKILKPRRSLSSYGIDKEKTIHLTLKVVKPSDEELPLFLVESGDEAKRHLLQVRRSSSVAQVKAMIETKTGIIPETQIVTCNGKRLEDGKMMADYGIRKGNLLFLACYCIGG*. Result: 0 (the proteins do not interact).